From a dataset of NCI-60 drug combinations with 297,098 pairs across 59 cell lines. Regression. Given two drug SMILES strings and cell line genomic features, predict the synergy score measuring deviation from expected non-interaction effect. (1) Drug 1: CC=C1C(=O)NC(C(=O)OC2CC(=O)NC(C(=O)NC(CSSCCC=C2)C(=O)N1)C(C)C)C(C)C. Drug 2: COCCOC1=C(C=C2C(=C1)C(=NC=N2)NC3=CC=CC(=C3)C#C)OCCOC.Cl. Cell line: OVCAR-5. Synergy scores: CSS=46.9, Synergy_ZIP=2.79, Synergy_Bliss=4.05, Synergy_Loewe=-42.4, Synergy_HSA=5.49. (2) Drug 1: CC(C)(C#N)C1=CC(=CC(=C1)CN2C=NC=N2)C(C)(C)C#N. Drug 2: CC1C(C(CC(O1)OC2CC(CC3=C2C(=C4C(=C3O)C(=O)C5=C(C4=O)C(=CC=C5)OC)O)(C(=O)CO)O)N)O.Cl. Cell line: HCC-2998. Synergy scores: CSS=43.8, Synergy_ZIP=0.756, Synergy_Bliss=0.421, Synergy_Loewe=-0.192, Synergy_HSA=0.645. (3) Drug 1: C1CN1C2=NC(=NC(=N2)N3CC3)N4CC4. Drug 2: COCCOC1=C(C=C2C(=C1)C(=NC=N2)NC3=CC=CC(=C3)C#C)OCCOC.Cl. Cell line: SW-620. Synergy scores: CSS=15.9, Synergy_ZIP=-3.19, Synergy_Bliss=-0.880, Synergy_Loewe=-16.0, Synergy_HSA=-2.81. (4) Drug 1: C1=CC(=C2C(=C1NCCNCCO)C(=O)C3=C(C=CC(=C3C2=O)O)O)NCCNCCO. Drug 2: C1CCC(CC1)NC(=O)N(CCCl)N=O. Cell line: NCI-H322M. Synergy scores: CSS=10.6, Synergy_ZIP=-3.60, Synergy_Bliss=-5.81, Synergy_Loewe=-32.1, Synergy_HSA=-4.99. (5) Drug 1: CC1=C(C=C(C=C1)C(=O)NC2=CC(=CC(=C2)C(F)(F)F)N3C=C(N=C3)C)NC4=NC=CC(=N4)C5=CN=CC=C5. Drug 2: CC1C(C(CC(O1)OC2CC(CC3=C2C(=C4C(=C3O)C(=O)C5=CC=CC=C5C4=O)O)(C(=O)C)O)N)O. Cell line: K-562. Synergy scores: CSS=57.9, Synergy_ZIP=13.2, Synergy_Bliss=8.87, Synergy_Loewe=6.56, Synergy_HSA=8.71. (6) Drug 1: C1C(C(OC1N2C=NC3=C(N=C(N=C32)Cl)N)CO)O. Drug 2: CN(CCCl)CCCl.Cl. Cell line: M14. Synergy scores: CSS=42.9, Synergy_ZIP=-2.24, Synergy_Bliss=-2.87, Synergy_Loewe=-16.7, Synergy_HSA=-1.45.